This data is from Catalyst prediction with 721,799 reactions and 888 catalyst types from USPTO. The task is: Predict which catalyst facilitates the given reaction. Reactant: [C:1]([N:3]=[C:4]([S-:6])[S-])#[N:2].[CH3:7][NH:8][CH3:9].[CH2:10](Cl)Cl. Product: [C:1]([N:3]=[C:4]([S:6][CH3:10])[N:8]([CH3:9])[CH3:7])#[N:2]. The catalyst class is: 1.